From a dataset of Full USPTO retrosynthesis dataset with 1.9M reactions from patents (1976-2016). Predict the reactants needed to synthesize the given product. (1) Given the product [CH:1]([C:3]1[CH:8]=[CH:7][CH:6]=[CH:5][N:4]=1)([CH3:9])[CH3:2], predict the reactants needed to synthesize it. The reactants are: [CH2:1]([C:3]1[CH:8]=[CH:7][CH:6]=[CH:5][N:4]=1)[CH3:2].[CH2:9]([Li])CCC.CI.O. (2) Given the product [CH:17]1([CH:20]([O:22][C:28](=[O:37])[NH:25][C:12]2[N:8]([C:5]3[CH:4]=[CH:3][C:2]([Br:1])=[CH:7][CH:6]=3)[N:9]=[N:10][C:11]=2[CH3:16])[CH3:21])[CH2:19][CH2:18]1, predict the reactants needed to synthesize it. The reactants are: [Br:1][C:2]1[CH:7]=[CH:6][C:5]([N:8]2[C:12](C(O)=O)=[C:11]([CH3:16])[N:10]=[N:9]2)=[CH:4][CH:3]=1.[CH:17]1([CH:20]([OH:22])[CH3:21])[CH2:19][CH2:18]1.C([N:25]([CH2:28]C)CC)C.C1(P(N=[N+]=[N-])(C2C=CC=CC=2)=[O:37])C=CC=CC=1. (3) Given the product [F:1][C:2]1[CH:23]=[C:22]([F:24])[CH:21]=[CH:20][C:3]=1[O:4][C:5]1[CH:10]=[CH:9][C:8]([N:11]([CH:12]([C:14]2[CH:15]=[N:16][CH:17]=[CH:18][CH:19]=2)[CH3:13])[S:28]([CH2:27][CH3:26])(=[O:30])=[O:29])=[CH:7][CH:6]=1, predict the reactants needed to synthesize it. The reactants are: [F:1][C:2]1[CH:23]=[C:22]([F:24])[CH:21]=[CH:20][C:3]=1[O:4][C:5]1[CH:10]=[CH:9][C:8]([NH:11][CH:12]([C:14]2[CH:15]=[N:16][CH:17]=[CH:18][CH:19]=2)[CH3:13])=[CH:7][CH:6]=1.F[C:26](F)(F)[CH2:27][S:28](Cl)(=[O:30])=[O:29]. (4) Given the product [F:51][C:50]1[C:49]2[CH:48]=[CH:47][CH:46]=[CH:45][C:44]=2[N:43]2[CH2:52][O:53][C:40]3[CH:39]=[CH:38][C:37]([C:18]4[C:19]([N:21]([CH3:26])[S:22]([CH3:25])(=[O:24])=[O:23])=[CH:20][C:10]5[O:9][C:8]([C:5]6[CH:4]=[CH:3][C:2]([F:1])=[CH:7][CH:6]=6)=[C:12]([C:13]([NH:15][CH3:16])=[O:14])[C:11]=5[CH:17]=4)=[N:54][C:41]=3[C:42]=12, predict the reactants needed to synthesize it. The reactants are: [F:1][C:2]1[CH:7]=[CH:6][C:5]([C:8]2[O:9][C:10]3[CH:20]=[C:19]([N:21]([CH3:26])[S:22]([CH3:25])(=[O:24])=[O:23])[C:18](B4OC(C)(C)C(C)(C)O4)=[CH:17][C:11]=3[C:12]=2[C:13]([NH:15][CH3:16])=[O:14])=[CH:4][CH:3]=1.Cl[C:37]1[CH:38]=[CH:39][C:40]2[O:53][CH2:52][N:43]3[C:44]4[CH:45]=[CH:46][CH:47]=[CH:48][C:49]=4[C:50]([F:51])=[C:42]3[C:41]=2[N:54]=1.[O-]P([O-])([O-])=O.[K+].[K+].[K+].CC(C1C=C(C(C)C)C(C2C=CC=CC=2P(C2CCCCC2)C2CCCCC2)=C(C(C)C)C=1)C. (5) Given the product [CH3:17][O:16][C:6]1[CH:5]=[CH:4][C:3]([O:2][CH3:1])=[CH:8][C:7]=1[Si:9]([CH2:12][CH3:13])([CH2:10][CH3:11])[CH2:14][CH3:15], predict the reactants needed to synthesize it. The reactants are: [CH3:1][O:2][C:3]1[CH:8]=[C:7]([Si:9]([CH2:14][CH3:15])([CH2:12][CH3:13])[CH2:10][CH3:11])[C:6]([O:16][CH3:17])=[CH:5][C:4]=1[Si](CC)(CC)CC.[Na+].[Cl-].